The task is: Predict the product of the given reaction.. This data is from Forward reaction prediction with 1.9M reactions from USPTO patents (1976-2016). (1) Given the reactants [CH3:1][N:2]([CH2:23]C1C=CC(C#N)=CC=1)[C:3]1C=C[C:6]2[C:7]([CH2:10][CH2:11][CH:12]3[CH2:17][CH2:16][NH:15][CH2:14][CH2:13]3)=[N:8][O:9][C:5]=2[C:4]=1/[CH:20]=[CH:21]/[CH3:22].C[N:33]([CH2:54][C:55]1[CH:62]=[CH:61][C:58]([C:59]#[N:60])=[CH:57][CH:56]=1)[C:34]1C=[CH:49][C:37]2C(CCC3CCNCC3)=N[O:40][C:36]=2C=1/C=C\C.C(N(CC)C(C)C)(C)C.Br[CH2:73][CH:74]1[O:78][CH2:77][CH2:76][O:75]1.[I-].[Na+].[C:81](=[O:84])([OH:83])[O-].[Na+], predict the reaction product. The product is: [C:5]([OH:9])(=[O:40])/[CH:6]=[CH:73]/[C:74]([OH:75])=[O:78].[C:36]([OH:9])(=[O:40])/[CH:37]=[CH:49]/[C:81]([OH:83])=[O:84].[CH3:23][N:2]([CH2:3][C:4]1[C:5]2[O:9][N:8]=[C:7]([CH2:10][CH2:11][CH:12]3[CH2:13][CH2:14][N:15]([CH2:73][CH:74]4[O:78][CH2:77][CH2:76][O:75]4)[CH2:16][CH2:17]3)[C:6]=2[CH:22]=[CH:21][C:20]=1[CH2:34][NH:33][CH2:54][C:55]1[CH:56]=[CH:57][C:58]([C:59]#[N:60])=[CH:61][CH:62]=1)[CH3:1]. (2) Given the reactants C(N(C(C)C)C(C)C)C.CS(C)=O.[Br:14][CH2:15][CH2:16][CH2:17][CH2:18][CH2:19][CH2:20][CH2:21][CH2:22][CH2:23][OH:24].O, predict the reaction product. The product is: [Br:14][CH2:15][CH2:16][CH2:17][CH2:18][CH2:19][CH2:20][CH2:21][CH2:22][CH:23]=[O:24]. (3) The product is: [NH2:28][C:11]1[N:12]=[CH:13][C:14]([C:16]2[N:20]([CH3:21])[N:19]=[C:18]([CH:22]3[CH2:23][CH2:24][N:25]([C:32](=[O:33])[CH2:31][C@@H:30]([OH:29])[CH3:35])[CH2:26][CH2:27]3)[N:17]=2)=[N:15][C:10]=1[C:8]1[O:9][C:5]([C:1]([CH3:4])([CH3:2])[CH3:3])=[N:6][N:7]=1. Given the reactants [C:1]([C:5]1[O:9][C:8]([C:10]2[C:11]([NH2:28])=[N:12][CH:13]=[C:14]([C:16]3[N:20]([CH3:21])[N:19]=[C:18]([CH:22]4[CH2:27][CH2:26][NH:25][CH2:24][CH2:23]4)[N:17]=3)[N:15]=2)=[N:7][N:6]=1)([CH3:4])([CH3:3])[CH3:2].[OH:29][C@@H:30]([CH3:35])[CH2:31][C:32](O)=[O:33], predict the reaction product. (4) Given the reactants ClC1C=CC2N(C(C(F)F)=NN=2)N=1.[F:14][C:15]1[CH:16]=[C:17]([CH:38]=[C:39]([S:41]([CH3:44])(=[O:43])=[O:42])[CH:40]=1)[CH2:18][N:19]1[CH2:24][CH2:23][N:22]([C:25]2[CH:26]=[CH:27][C:28]3[N:29]([C:31]([C:34](F)([F:36])[F:35])=[N:32][N:33]=3)[N:30]=2)[CH2:21][CH2:20]1, predict the reaction product. The product is: [F:36][CH:34]([F:35])[C:31]1[N:29]2[N:30]=[C:25]([N:22]3[CH2:23][CH2:24][N:19]([CH2:18][C:17]4[CH:38]=[C:39]([S:41]([CH3:44])(=[O:42])=[O:43])[CH:40]=[C:15]([F:14])[CH:16]=4)[CH2:20][CH2:21]3)[CH:26]=[CH:27][C:28]2=[N:33][N:32]=1. (5) Given the reactants [O:1]1[CH:5]=[CH:4][CH:3]=[C:2]1[C:6]1[N:11]=[C:10]([NH2:12])[CH:9]=[N:8][C:7]=1[C:13]1[CH:18]=[CH:17][N:16]=[CH:15][CH:14]=1.[Br:19]N1C(=O)CCC1=O, predict the reaction product. The product is: [Br:19][C:9]1[C:10]([NH2:12])=[N:11][C:6]([C:2]2[O:1][CH:5]=[CH:4][CH:3]=2)=[C:7]([C:13]2[CH:18]=[CH:17][N:16]=[CH:15][CH:14]=2)[N:8]=1.